Dataset: NCI-60 drug combinations with 297,098 pairs across 59 cell lines. Task: Regression. Given two drug SMILES strings and cell line genomic features, predict the synergy score measuring deviation from expected non-interaction effect. (1) Drug 1: CN1C(=O)N2C=NC(=C2N=N1)C(=O)N. Drug 2: C(=O)(N)NO. Cell line: HCT116. Synergy scores: CSS=-1.96, Synergy_ZIP=6.79, Synergy_Bliss=10.6, Synergy_Loewe=6.23, Synergy_HSA=3.22. (2) Drug 1: CC1=C(C=C(C=C1)C(=O)NC2=CC(=CC(=C2)C(F)(F)F)N3C=C(N=C3)C)NC4=NC=CC(=N4)C5=CN=CC=C5. Drug 2: C1CN(P(=O)(OC1)NCCCl)CCCl. Cell line: DU-145. Synergy scores: CSS=-4.07, Synergy_ZIP=3.16, Synergy_Bliss=1.04, Synergy_Loewe=-0.172, Synergy_HSA=-4.43. (3) Drug 1: C1=CC(=C2C(=C1NCCNCCO)C(=O)C3=C(C=CC(=C3C2=O)O)O)NCCNCCO. Drug 2: C(CCl)NC(=O)N(CCCl)N=O. Cell line: IGROV1. Synergy scores: CSS=31.1, Synergy_ZIP=-12.1, Synergy_Bliss=-7.68, Synergy_Loewe=-14.5, Synergy_HSA=-5.21. (4) Synergy scores: CSS=12.1, Synergy_ZIP=-7.26, Synergy_Bliss=-9.27, Synergy_Loewe=-13.5, Synergy_HSA=-7.40. Cell line: UACC-257. Drug 2: C1C(C(OC1N2C=C(C(=O)NC2=O)F)CO)O. Drug 1: C1=C(C(=O)NC(=O)N1)N(CCCl)CCCl. (5) Drug 1: CC1=C(C=C(C=C1)C(=O)NC2=CC(=CC(=C2)C(F)(F)F)N3C=C(N=C3)C)NC4=NC=CC(=N4)C5=CN=CC=C5. Drug 2: CCCCC(=O)OCC(=O)C1(CC(C2=C(C1)C(=C3C(=C2O)C(=O)C4=C(C3=O)C=CC=C4OC)O)OC5CC(C(C(O5)C)O)NC(=O)C(F)(F)F)O. Cell line: HCC-2998. Synergy scores: CSS=66.0, Synergy_ZIP=-2.84, Synergy_Bliss=-5.37, Synergy_Loewe=0.125, Synergy_HSA=-0.145. (6) Drug 1: C1CCC(CC1)NC(=O)N(CCCl)N=O. Drug 2: CN(C)C1=NC(=NC(=N1)N(C)C)N(C)C. Cell line: SF-295. Synergy scores: CSS=31.8, Synergy_ZIP=-0.924, Synergy_Bliss=-3.60, Synergy_Loewe=-15.7, Synergy_HSA=-1.66. (7) Drug 1: C1=CN(C(=O)N=C1N)C2C(C(C(O2)CO)O)O.Cl. Drug 2: CC12CCC3C(C1CCC2O)C(CC4=C3C=CC(=C4)O)CCCCCCCCCS(=O)CCCC(C(F)(F)F)(F)F. Cell line: RXF 393. Synergy scores: CSS=4.92, Synergy_ZIP=-0.346, Synergy_Bliss=4.15, Synergy_Loewe=-17.3, Synergy_HSA=-0.352.